Dataset: Forward reaction prediction with 1.9M reactions from USPTO patents (1976-2016). Task: Predict the product of the given reaction. Given the reactants [NH2:1][C:2]1[C:7]([S:8](Cl)(=[O:10])=[O:9])=[CH:6][C:5]([Br:12])=[CH:4][N:3]=1.[N:13]1[CH:18]=CC=C[CH:14]=1.CNC.C1COCC1, predict the reaction product. The product is: [NH2:1][C:2]1[C:7]([S:8]([N:13]([CH3:18])[CH3:14])(=[O:10])=[O:9])=[CH:6][C:5]([Br:12])=[CH:4][N:3]=1.